This data is from Forward reaction prediction with 1.9M reactions from USPTO patents (1976-2016). The task is: Predict the product of the given reaction. (1) Given the reactants [C:1]([NH:4][C@H:5]([C:8]1[CH:13]=[C:12]([CH3:14])[C:11]([Cl:15])=[CH:10][C:9]=1[N:16]1[CH2:21][CH2:20][N:19]([C:22]([O:24]C(C)(C)C)=O)[CH2:18][CH2:17]1)[CH2:6][CH3:7])(=[O:3])[CH3:2].Cl.[C:30]([N:34]1[CH2:38][C@@H:37]([C:39]2[CH:44]=[CH:43][C:42]([F:45])=[CH:41][C:40]=2[F:46])[C@H:36](C(O)=O)[CH2:35]1)([CH3:33])([CH3:32])[CH3:31].F[P-](F)(F)(F)(F)F.N1(OC(N(C)C)=[N+](C)C)C2N=CC=CC=2N=N1.CCN(C(C)C)C(C)C, predict the reaction product. The product is: [C:30]([N:34]1[CH2:38][C@@H:37]([C:39]2[CH:44]=[CH:43][C:42]([F:45])=[CH:41][C:40]=2[F:46])[C@H:36]([C:22]([N:19]2[CH2:18][CH2:17][N:16]([C:9]3[CH:10]=[C:11]([Cl:15])[C:12]([CH3:14])=[CH:13][C:8]=3[CH:5]([NH:4][C:1](=[O:3])[CH3:2])[CH2:6][CH3:7])[CH2:21][CH2:20]2)=[O:24])[CH2:35]1)([CH3:33])([CH3:31])[CH3:32]. (2) The product is: [C:11]([C:2]1[C:3]2[NH:10][CH:9]=[N:8][C:4]=2[CH:5]=[N:6][CH:7]=1)#[CH:12]. Given the reactants Br[C:2]1[C:3]2[NH:10][CH:9]=[N:8][C:4]=2[CH:5]=[N:6][CH:7]=1.[C:11]([Si](C)(C)C)#[CH:12], predict the reaction product. (3) Given the reactants [NH2:1][C:2]1[C:3]([NH:23][C:24]2[CH:25]=[C:26]([NH:30][C:31](=[O:37])[O:32][C:33]([CH3:36])([CH3:35])[CH3:34])[CH:27]=[CH:28][CH:29]=2)=[N:4][CH:5]=[N:6][C:7]=1[N:8]([CH2:16][C:17]1[CH:22]=[CH:21][CH:20]=[CH:19][CH:18]=1)[CH2:9][C:10]1[CH:15]=[CH:14][CH:13]=[CH:12][CH:11]=1.Cl[C:39](Cl)([O:41]C(=O)OC(Cl)(Cl)Cl)Cl, predict the reaction product. The product is: [CH2:16]([N:8]([CH2:9][C:10]1[CH:11]=[CH:12][CH:13]=[CH:14][CH:15]=1)[C:7]1[N:6]=[CH:5][N:4]=[C:3]2[C:2]=1[NH:1][C:39](=[O:41])[N:23]2[C:24]1[CH:25]=[C:26]([NH:30][C:31](=[O:37])[O:32][C:33]([CH3:34])([CH3:36])[CH3:35])[CH:27]=[CH:28][CH:29]=1)[C:17]1[CH:22]=[CH:21][CH:20]=[CH:19][CH:18]=1. (4) Given the reactants [NH2:1][CH:2]([C:5]1[C:6](=[O:15])[NH:7][C:8]([C:11]([CH3:14])([CH3:13])[CH3:12])=[N:9][N:10]=1)[CH2:3][CH3:4].[C:16]([CH:20]1[CH2:25][CH2:24][CH:23]([C:26](Cl)=[O:27])[CH2:22][CH2:21]1)([CH3:19])([CH3:18])[CH3:17], predict the reaction product. The product is: [C:16]([CH:20]1[CH2:21][CH2:22][CH:23]([C:26]([NH:1][CH:2]([C:5]2[C:6](=[O:15])[NH:7][C:8]([C:11]([CH3:14])([CH3:13])[CH3:12])=[N:9][N:10]=2)[CH2:3][CH3:4])=[O:27])[CH2:24][CH2:25]1)([CH3:19])([CH3:17])[CH3:18].